From a dataset of Forward reaction prediction with 1.9M reactions from USPTO patents (1976-2016). Predict the product of the given reaction. (1) Given the reactants [CH2:1]([C:8]1[CH:9]=[N:10][C:11]2[C:16]([C:17]=1[C:18]1[CH:19]=[C:20]([NH2:24])[CH:21]=[CH:22][CH:23]=1)=[CH:15][CH:14]=[CH:13][C:12]=2[C:25]([F:28])([F:27])[F:26])[C:2]1[CH:7]=[CH:6][CH:5]=[CH:4][CH:3]=1.[Br:29][C:30]1[CH:31]=[CH:32][C:33]([OH:38])=[C:34]([CH:37]=1)[CH:35]=O, predict the reaction product. The product is: [CH2:1]([C:8]1[CH:9]=[N:10][C:11]2[C:16]([C:17]=1[C:18]1[CH:19]=[C:20]([NH:24][CH2:35][C:34]3[CH:37]=[C:30]([Br:29])[CH:31]=[CH:32][C:33]=3[OH:38])[CH:21]=[CH:22][CH:23]=1)=[CH:15][CH:14]=[CH:13][C:12]=2[C:25]([F:28])([F:26])[F:27])[C:2]1[CH:3]=[CH:4][CH:5]=[CH:6][CH:7]=1. (2) Given the reactants [NH2:1][CH2:2][CH2:3][OH:4].CS([C:9]1[N:10]=[CH:11][C:12]2[C:17]([C:18]3[CH:23]=[CH:22][CH:21]=[CH:20][CH:19]=3)=[C:16]([C:24]3[CH:29]=[CH:28][C:27]([C:30]4([NH:34][C:35](=[O:41])[O:36][C:37]([CH3:40])([CH3:39])[CH3:38])[CH2:33][CH2:32][CH2:31]4)=[CH:26][CH:25]=3)[O:15][C:13]=2[N:14]=1)(=O)=O, predict the reaction product. The product is: [OH:4][CH2:3][CH2:2][NH:1][C:9]1[N:10]=[CH:11][C:12]2[C:17]([C:18]3[CH:19]=[CH:20][CH:21]=[CH:22][CH:23]=3)=[C:16]([C:24]3[CH:29]=[CH:28][C:27]([C:30]4([NH:34][C:35](=[O:41])[O:36][C:37]([CH3:39])([CH3:38])[CH3:40])[CH2:31][CH2:32][CH2:33]4)=[CH:26][CH:25]=3)[O:15][C:13]=2[N:14]=1. (3) Given the reactants [Cl:1][C:2]1[S:6][C:5]([NH:7][CH2:8][C:9]2[CH:14]=[CH:13][C:12]([O:15][CH3:16])=[CH:11][C:10]=2[O:17][CH3:18])=[N:4][CH:3]=1.[Cl:19][C:20]1[C:21]([F:31])=[CH:22][C:23]([F:30])=[C:24]([S:26](Cl)(=[O:28])=[O:27])[CH:25]=1, predict the reaction product. The product is: [Cl:19][C:20]1[C:21]([F:31])=[CH:22][C:23]([F:30])=[C:24]([S:26]([N:7]([C:5]2[S:6][C:2]([Cl:1])=[CH:3][N:4]=2)[CH2:8][C:9]2[CH:14]=[CH:13][C:12]([O:15][CH3:16])=[CH:11][C:10]=2[O:17][CH3:18])(=[O:28])=[O:27])[CH:25]=1. (4) Given the reactants [CH3:1][S:2](Cl)(=[O:4])=[O:3].[OH:6][CH2:7][C@H:8]1[CH2:16][C:11]2([O:15][CH2:14][CH2:13][O:12]2)[CH2:10][C@H:9]1[CH2:17][OH:18].C(N(CC)CC)C, predict the reaction product. The product is: [CH3:1][S:2]([O:6][CH2:7][C@H:8]1[CH2:16][C:11]2([O:12][CH2:13][CH2:14][O:15]2)[CH2:10][C@H:9]1[CH2:17][O:18][S:2]([CH3:1])(=[O:4])=[O:3])(=[O:4])=[O:3].